The task is: Predict the product of the given reaction.. This data is from Forward reaction prediction with 1.9M reactions from USPTO patents (1976-2016). (1) The product is: [Cl:34][C:31]1[N:30]=[N:29][C:28]([NH:27][C:11]([C:4]2[C:5](=[O:10])[N:6]([CH3:9])[C:7]([CH3:8])=[C:2]([F:1])[C:3]=2[OH:14])=[O:13])=[CH:33][CH:32]=1. Given the reactants [F:1][C:2]1[C:3]([OH:14])=[C:4]([C:11]([OH:13])=O)[C:5](=[O:10])[N:6]([CH3:9])[C:7]=1[CH3:8].C(N1C=CN=C1)(N1C=CN=C1)=O.[NH2:27][C:28]1[N:29]=[N:30][C:31]([Cl:34])=[CH:32][CH:33]=1, predict the reaction product. (2) The product is: [F:1][C:2]1[CH:7]=[CH:6][CH:5]=[CH:4][C:3]=1[O:8][CH2:11][CH2:10][C:9]#[N:12]. Given the reactants [F:1][C:2]1[CH:7]=[CH:6][CH:5]=[CH:4][C:3]=1[OH:8].[C:9](#[N:12])[CH:10]=[CH2:11].[OH-].C([N+](C)(C)C)C1C=CC=CC=1.Cl, predict the reaction product. (3) Given the reactants [CH3:1][N:2]1[C:6]([CH3:7])=[C:5]([C:8]([NH:10][C:11]2[CH:16]=[CH:15][C:14](B3OC(C)(C)C(C)(C)O3)=[CH:13][CH:12]=2)=[O:9])[C:4](=[O:26])[N:3]1[C:27]1[CH:32]=[CH:31][CH:30]=[CH:29][CH:28]=1.Br[C:34]1[C:35]([NH2:41])=[N:36][CH:37]=[C:38]([Br:40])[N:39]=1.C(=O)([O-])[O-].[Na+].[Na+], predict the reaction product. The product is: [NH2:41][C:35]1[C:34]([C:14]2[CH:13]=[CH:12][C:11]([NH:10][C:8]([C:5]3[C:4](=[O:26])[N:3]([C:27]4[CH:32]=[CH:31][CH:30]=[CH:29][CH:28]=4)[N:2]([CH3:1])[C:6]=3[CH3:7])=[O:9])=[CH:16][CH:15]=2)=[N:39][C:38]([Br:40])=[CH:37][N:36]=1. (4) Given the reactants [CH3:1][O:2][NH:3][CH:4]([CH2:7][C:8]1[C:13]([Cl:14])=[CH:12][C:11]([Cl:15])=[CH:10][C:9]=1[Cl:16])[CH2:5]O.C(N(S(F)(F)[F:23])CC)C, predict the reaction product. The product is: [F:23][CH2:5][CH:4]([NH:3][O:2][CH3:1])[CH2:7][C:8]1[C:13]([Cl:14])=[CH:12][C:11]([Cl:15])=[CH:10][C:9]=1[Cl:16]. (5) Given the reactants [CH2:1]([N:8]1[C:16]2[C:11](=[CH:12][CH:13]=[C:14]([N+:17]([O-])=O)[CH:15]=2)[C:10]([C:20]([NH:22][CH2:23][C:24]2[CH:29]=[CH:28][C:27]([F:30])=[C:26]([F:31])[CH:25]=2)=[O:21])=[C:9]1[CH:32]([CH3:34])[CH3:33])[C:2]1[CH:7]=[CH:6][CH:5]=[CH:4][CH:3]=1.[H][H], predict the reaction product. The product is: [NH2:17][C:14]1[CH:15]=[C:16]2[C:11]([C:10]([C:20]([NH:22][CH2:23][C:24]3[CH:29]=[CH:28][C:27]([F:30])=[C:26]([F:31])[CH:25]=3)=[O:21])=[C:9]([CH:32]([CH3:33])[CH3:34])[N:8]2[CH2:1][C:2]2[CH:3]=[CH:4][CH:5]=[CH:6][CH:7]=2)=[CH:12][CH:13]=1. (6) Given the reactants F[C:2]1[CH:7]=[C:6]([F:8])[CH:5]=[CH:4][C:3]=1[C:9]1[N:14]=[CH:13][N:12]=[C:11]([NH:15][C:16]2[CH:21]=[CH:20][CH:19]=[C:18]([CH2:22][S:23]([CH3:26])(=[O:25])=[O:24])[CH:17]=2)[N:10]=1.[CH3:27][C:28]1[CH:33]=[C:32]([CH2:34][OH:35])[CH:31]=[CH:30][N:29]=1, predict the reaction product. The product is: [F:8][C:6]1[CH:5]=[CH:4][C:3]([C:9]2[N:14]=[CH:13][N:12]=[C:11]([NH:15][C:16]3[CH:21]=[CH:20][CH:19]=[C:18]([CH2:22][S:23]([CH3:26])(=[O:25])=[O:24])[CH:17]=3)[N:10]=2)=[C:2]([O:35][CH2:34][C:32]2[CH:31]=[CH:30][N:29]=[C:28]([CH3:27])[CH:33]=2)[CH:7]=1. (7) Given the reactants Cl.Cl.[NH2:3][CH2:4][CH2:5][NH:6][C:7]1[CH:12]=[CH:11][N:10]=[C:9]([NH2:13])[N:8]=1.Cl[C:15]1[CH:20]=[C:19]([C:21]2[CH:26]=[CH:25][CH:24]=[CH:23][CH:22]=2)[N:18]=[C:17]([NH2:27])[N:16]=1, predict the reaction product. The product is: [NH2:13][C:9]1[N:8]=[C:7]([NH:6][CH2:5][CH2:4][NH:3][C:15]2[CH:20]=[C:19]([C:21]3[CH:26]=[CH:25][CH:24]=[CH:23][CH:22]=3)[N:18]=[C:17]([NH2:27])[N:16]=2)[CH:12]=[CH:11][N:10]=1.